This data is from Forward reaction prediction with 1.9M reactions from USPTO patents (1976-2016). The task is: Predict the product of the given reaction. (1) Given the reactants [C:1]([O:4][C@@H:5]1[CH2:9][C@H:8]([C:10]2[N:14]3[C:15]4[CH:21]=[CH:20][N:19]([S:22]([C:25]5[CH:31]=[CH:30][C:28]([CH3:29])=[CH:27][CH:26]=5)(=[O:24])=[O:23])[C:16]=4[N:17]=[CH:18][C:13]3=[C:12](Br)[N:11]=2)[N:7]([C:33](=[O:35])[CH3:34])[CH2:6]1)(=[O:3])[CH3:2].[O:36]1[C:45]2[C:40](=[CH:41][C:42](B(O)O)=[CH:43][CH:44]=2)[CH2:39][CH2:38][CH2:37]1.C([O-])([O-])=O.[Cs+].[Cs+].O1CCOCC1, predict the reaction product. The product is: [C:1]([O:4][C@@H:5]1[CH2:9][C@H:8]([C:10]2[N:14]3[C:15]4[CH:21]=[CH:20][N:19]([S:22]([C:25]5[CH:31]=[CH:30][C:28]([CH3:29])=[CH:27][CH:26]=5)(=[O:24])=[O:23])[C:16]=4[N:17]=[CH:18][C:13]3=[C:12]([C:42]3[CH:41]=[C:40]4[C:45](=[CH:44][CH:43]=3)[O:36][CH2:37][CH2:38][CH2:39]4)[N:11]=2)[N:7]([C:33](=[O:35])[CH3:34])[CH2:6]1)(=[O:3])[CH3:2]. (2) Given the reactants [CH2:1]([N:8]1[C:16]2[C:11](=[CH:12][C:13]([OH:17])=[CH:14][CH:15]=2)[C:10]([C:18]([O:20][CH2:21][CH3:22])=[O:19])=[C:9]1[CH:23]([CH3:25])[CH3:24])[C:2]1[CH:7]=[CH:6][CH:5]=[CH:4][CH:3]=1.[O:26]1[CH:31]=[CH:30][CH2:29][CH2:28][CH2:27]1.CC1C=CC(S(O)(=O)=O)=CC=1, predict the reaction product. The product is: [CH2:1]([N:8]1[C:16]2[C:11](=[CH:12][C:13]([O:17][CH:27]3[CH2:28][CH2:29][CH2:30][CH2:31][O:26]3)=[CH:14][CH:15]=2)[C:10]([C:18]([O:20][CH2:21][CH3:22])=[O:19])=[C:9]1[CH:23]([CH3:24])[CH3:25])[C:2]1[CH:3]=[CH:4][CH:5]=[CH:6][CH:7]=1. (3) Given the reactants [CH3:1][O:2][C:3]1[C:12]([CH2:13][CH2:14][N:15]2[CH2:20][CH2:19][CH:18]([N:21]3[C:29]4[C:24](=[CH:25][CH:26]=[C:27]([C:30]([NH:32][CH3:33])=[O:31])[CH:28]=4)[CH:23]=[CH:22]3)[CH2:17][CH2:16]2)=[C:11]2[C:6]([C:7](=[O:36])[CH2:8][C:9]([CH3:35])([CH3:34])[O:10]2)=[CH:5][CH:4]=1.[C:37]([OH:44])(=[O:43])/[CH:38]=[CH:39]/[C:40]([OH:42])=[O:41].CC(C)=O, predict the reaction product. The product is: [C:37]([OH:44])(=[O:43])/[CH:38]=[CH:39]/[C:40]([OH:42])=[O:41].[CH3:1][O:2][C:3]1[C:12]([CH2:13][CH2:14][N:15]2[CH2:20][CH2:19][CH:18]([N:21]3[C:29]4[C:24](=[CH:25][CH:26]=[C:27]([C:30]([NH:32][CH3:33])=[O:31])[CH:28]=4)[CH:23]=[CH:22]3)[CH2:17][CH2:16]2)=[C:11]2[C:6]([C:7](=[O:36])[CH2:8][C:9]([CH3:34])([CH3:35])[O:10]2)=[CH:5][CH:4]=1.